This data is from Catalyst prediction with 721,799 reactions and 888 catalyst types from USPTO. The task is: Predict which catalyst facilitates the given reaction. (1) Reactant: [CH3:1][C:2]1[N:3]=[CH:4][O:5][C:6]=1[C:7](=[N:14][O:15][CH2:16][C:17]1[N:18]=[C:19]([NH2:22])[S:20][CH:21]=1)[C:8]1[CH:13]=[CH:12][CH:11]=[CH:10][CH:9]=1.N1C=CC=CC=1.[C:29](Cl)(=[O:36])[O:30][CH2:31][CH2:32][CH2:33][CH2:34][CH3:35]. Product: [CH2:31]([O:30][C:29](=[O:36])[NH:22][C:19]1[S:20][CH:21]=[C:17]([CH2:16][O:15][N:14]=[C:7]([C:6]2[O:5][CH:4]=[N:3][C:2]=2[CH3:1])[C:8]2[CH:9]=[CH:10][CH:11]=[CH:12][CH:13]=2)[N:18]=1)[CH2:32][CH2:33][CH2:34][CH3:35]. The catalyst class is: 4. (2) Reactant: [CH2:1]([O:8][CH2:9][C:10]1[O:14][N:13]=[C:12]([C:15]([O:17]CC)=[O:16])[CH:11]=1)[C:2]1[CH:7]=[CH:6][CH:5]=[CH:4][CH:3]=1.C(O)C.[OH-].[K+]. The catalyst class is: 6. Product: [CH2:1]([O:8][CH2:9][C:10]1[O:14][N:13]=[C:12]([C:15]([OH:17])=[O:16])[CH:11]=1)[C:2]1[CH:7]=[CH:6][CH:5]=[CH:4][CH:3]=1. (3) Reactant: Cl[C:2]([O:4][CH2:5][CH3:6])=[O:3].[CH3:7][C:8]1[C:9]([NH:11][C:12](=[O:15])[C:13]=1[CH3:14])=[O:10].C(N(CC)CC)C.CO. Product: [CH2:5]([O:4][C:2]([N:11]1[C:12](=[O:15])[C:13]([CH3:14])=[C:8]([CH3:7])[C:9]1=[O:10])=[O:3])[CH3:6]. The catalyst class is: 695. (4) Reactant: C(OC1C=CC(C(C2CCN(CC(O)=O)CC2)=O)=CC=1)C.FC1C=CC(C(C2CCN(CC(O)=O)CC2)=O)=CC=1.C1(CO)CC1.[CH:46]1([CH2:49][O:50][C:51]2[CH:68]=[CH:67][C:54]([C:55]([CH:57]3[CH2:62][CH2:61][N:60]([CH2:63][C:64]([OH:66])=[O:65])[CH2:59][CH2:58]3)=[O:56])=[CH:53][CH:52]=2)[CH2:48][CH2:47]1.[NH2:69][CH2:70][C:71]1[NH:72][C:73](=[O:81])[C:74]2[CH2:80][O:79][CH2:78][CH2:77][C:75]=2[N:76]=1.C(O)(C(F)(F)F)=O. Product: [CH:46]1([CH2:49][O:50][C:51]2[CH:68]=[CH:67][C:54]([C:55]([CH:57]3[CH2:62][CH2:61][N:60]([CH2:63][C:64]([OH:66])=[O:65])[CH2:59][CH2:58]3)=[O:56])=[CH:53][CH:52]=2)[CH2:48][CH2:47]1.[CH:46]1([CH2:49][O:50][C:51]2[CH:52]=[CH:53][C:54]([C:55]([CH:57]3[CH2:58][CH2:59][N:60]([CH2:63][C:64]([NH:69][CH2:70][C:71]4[NH:72][C:73](=[O:81])[C:74]5[CH2:80][O:79][CH2:78][CH2:77][C:75]=5[N:76]=4)=[O:65])[CH2:61][CH2:62]3)=[O:56])=[CH:67][CH:68]=2)[CH2:48][CH2:47]1. The catalyst class is: 47. (5) Reactant: [C-:1]#[N:2].[Na+].CS(C)=O.[CH:8]([C:12]1[C:13](S(C)(=O)=O)=[N:14][C:15]([N:25]2[CH:29]=[CH:28][CH:27]=[N:26]2)=[N:16][C:17]=1[N:18]1[CH2:23][CH2:22][CH:21]([CH3:24])[CH2:20][CH2:19]1)([CH2:10][CH3:11])[CH3:9]. Product: [CH:8]([C:12]1[C:13]([C:1]#[N:2])=[N:14][C:15]([N:25]2[CH:29]=[CH:28][CH:27]=[N:26]2)=[N:16][C:17]=1[N:18]1[CH2:23][CH2:22][CH:21]([CH3:24])[CH2:20][CH2:19]1)([CH2:10][CH3:11])[CH3:9]. The catalyst class is: 6.